This data is from Forward reaction prediction with 1.9M reactions from USPTO patents (1976-2016). The task is: Predict the product of the given reaction. (1) The product is: [F:1][C:2]1[CH:3]=[CH:4][C:5]([C:8]2[O:9][C:10]3[CH:20]=[CH:19][C:18]([C:21]4[CH:22]=[C:23]([C:24](=[O:25])[NH:41][C:38]5([C:34]6[N:33]=[C:32]([CH3:31])[CH:37]=[CH:36][N:35]=6)[CH2:39][CH2:40]5)[CH:27]=[CH:28][C:29]=4[CH3:30])=[CH:17][C:11]=3[C:12]=2[C:13]([NH:14][CH3:15])=[O:16])=[CH:6][CH:7]=1. Given the reactants [F:1][C:2]1[CH:7]=[CH:6][C:5]([C:8]2[O:9][C:10]3[CH:20]=[CH:19][C:18]([C:21]4[CH:22]=[C:23]([CH:27]=[CH:28][C:29]=4[CH3:30])[C:24](O)=[O:25])=[CH:17][C:11]=3[C:12]=2[C:13](=[O:16])[NH:14][CH3:15])=[CH:4][CH:3]=1.[CH3:31][C:32]1[CH:37]=[CH:36][N:35]=[C:34]([C:38]2([NH2:41])[CH2:40][CH2:39]2)[N:33]=1.C(N(CC)CC)C, predict the reaction product. (2) Given the reactants C([O:5][C:6](=[O:36])[CH2:7][N:8]1[C:12](=[O:13])[N:11]([CH2:14][C:15](=[O:28])[NH:16][CH2:17][C:18]2[CH:23]=[CH:22][CH:21]=[C:20]([C:24]([F:27])([F:26])[F:25])[CH:19]=2)[N:10]=[C:9]1[C:29]1[CH:34]=[CH:33][C:32]([Cl:35])=[CH:31][CH:30]=1)(C)(C)C.FC(F)(F)C(O)=O.C1(C)C=CC=CC=1, predict the reaction product. The product is: [Cl:35][C:32]1[CH:33]=[CH:34][C:29]([C:9]2[N:8]([CH2:7][C:6]([OH:36])=[O:5])[C:12](=[O:13])[N:11]([CH2:14][C:15](=[O:28])[NH:16][CH2:17][C:18]3[CH:23]=[CH:22][CH:21]=[C:20]([C:24]([F:26])([F:27])[F:25])[CH:19]=3)[N:10]=2)=[CH:30][CH:31]=1. (3) Given the reactants [Br:1][C:2]1[S:14][C:5]2=[N:6][C:7]([Cl:13])=[C:8]([CH:10](O)[CH3:11])[CH:9]=[C:4]2[CH:3]=1.[C:15]1(=[O:25])[NH:19][C:18](=[O:20])[C:17]2=[CH:21][CH:22]=[CH:23][CH:24]=[C:16]12.C1(P(C2C=CC=CC=2)C2C=CC=CC=2)C=CC=CC=1.CC(OC(/N=N/C(OC(C)C)=O)=O)C, predict the reaction product. The product is: [Br:1][C:2]1[S:14][C:5]2=[N:6][C:7]([Cl:13])=[C:8]([CH:10]([N:19]3[C:15](=[O:25])[C:16]4[C:17](=[CH:21][CH:22]=[CH:23][CH:24]=4)[C:18]3=[O:20])[CH3:11])[CH:9]=[C:4]2[CH:3]=1. (4) Given the reactants [CH3:1][O:2][N:3]=[C:4]([C:9]1[CH:14]=[CH:13][CH:12]=[CH:11][C:10]=1[CH2:15][O:16][C:17]1[CH:22]=[CH:21][C:20]([O:23][CH:24]([CH3:28])[C:25](=O)[CH3:26])=[CH:19][C:18]=1[CH3:29])[C:5]([NH:7][CH3:8])=[O:6].[CH3:30][O:31][NH2:32], predict the reaction product. The product is: [CH3:1][O:2][N:3]=[C:4]([C:9]1[CH:14]=[CH:13][CH:12]=[CH:11][C:10]=1[CH2:15][O:16][C:17]1[CH:22]=[CH:21][C:20]([O:23][CH:24]([CH3:28])[C:25](=[N:32][O:31][CH3:30])[CH3:26])=[CH:19][C:18]=1[CH3:29])[C:5]([NH:7][CH3:8])=[O:6]. (5) The product is: [CH3:8][N:7]1[C:6](=[O:9])[CH:5]=[C:4]([C:10]2[CH:15]=[CH:14][N:13]=[CH:12][N:11]=2)[N:3]=[C:2]1[N:19]1[CH2:20][CH2:21][O:22][CH2:23][C@H:18]1[CH3:17]. Given the reactants Cl[C:2]1[N:7]([CH3:8])[C:6](=[O:9])[CH:5]=[C:4]([C:10]2[CH:15]=[CH:14][N:13]=[CH:12][N:11]=2)[N:3]=1.Cl.[CH3:17][C@@H:18]1[CH2:23][O:22][CH2:21][CH2:20][NH:19]1.C(N(CC)CC)C, predict the reaction product. (6) Given the reactants [H-].[Na+].[OH:3][C:4]1[CH:9]=[CH:8][C:7](/[CH:10]=[CH:11]/[C:12]2[CH:17]=[CH:16][CH:15]=[CH:14][CH:13]=2)=[CH:6][CH:5]=1.[CH2:18]([O:20][C:21](=[O:24])[CH2:22]I)[CH3:19], predict the reaction product. The product is: [CH2:18]([O:20][C:21](=[O:24])[CH2:22][O:3][C:4]1[CH:5]=[CH:6][C:7]([CH:10]=[CH:11][C:12]2[CH:13]=[CH:14][CH:15]=[CH:16][CH:17]=2)=[CH:8][CH:9]=1)[CH3:19]. (7) Given the reactants [F:1][C:2]([F:22])([F:21])[C:3]1[CH:12]=[CH:11][C:10]2[C:5](=[CH:6][C:7]([CH2:13][C:14]([O:16]C(C)(C)C)=[O:15])=[CH:8][CH:9]=2)[N:4]=1.Cl, predict the reaction product. The product is: [F:22][C:2]([F:1])([F:21])[C:3]1[CH:12]=[CH:11][C:10]2[C:5](=[CH:6][C:7]([CH2:13][C:14]([OH:16])=[O:15])=[CH:8][CH:9]=2)[N:4]=1.